From a dataset of Forward reaction prediction with 1.9M reactions from USPTO patents (1976-2016). Predict the product of the given reaction. Given the reactants [CH3:1][S:2](Cl)(=[O:4])=[O:3].[F:6][C:7]([F:38])([F:37])[C:8]1[CH:9]=[C:10]([NH:14][C:15]([N:17]2[C:25]3[C:20](=[C:21]([F:35])[C:22]([O:26][C:27]4[CH:32]=[CH:31][N:30]=[C:29]([CH2:33]O)[N:28]=4)=[CH:23][CH:24]=3)[CH:19]=[C:18]2[CH3:36])=[O:16])[CH:11]=[CH:12][CH:13]=1.CCN(CC)CC.CS([O-])=O.[Na+], predict the reaction product. The product is: [F:6][C:7]([F:38])([F:37])[C:8]1[CH:9]=[C:10]([NH:14][C:15]([N:17]2[C:25]3[C:20](=[C:21]([F:35])[C:22]([O:26][C:27]4[CH:32]=[CH:31][N:30]=[C:29]([CH2:33][S:2]([CH3:1])(=[O:4])=[O:3])[N:28]=4)=[CH:23][CH:24]=3)[CH:19]=[C:18]2[CH3:36])=[O:16])[CH:11]=[CH:12][CH:13]=1.